From a dataset of NCI-60 drug combinations with 297,098 pairs across 59 cell lines. Regression. Given two drug SMILES strings and cell line genomic features, predict the synergy score measuring deviation from expected non-interaction effect. (1) Drug 1: C1CN1P(=S)(N2CC2)N3CC3. Drug 2: C1C(C(OC1N2C=NC3=C(N=C(N=C32)Cl)N)CO)O. Cell line: HT29. Synergy scores: CSS=10.6, Synergy_ZIP=-5.48, Synergy_Bliss=-0.828, Synergy_Loewe=-9.20, Synergy_HSA=-5.97. (2) Drug 1: CCN(CC)CCNC(=O)C1=C(NC(=C1C)C=C2C3=C(C=CC(=C3)F)NC2=O)C. Drug 2: C(CCl)NC(=O)N(CCCl)N=O. Cell line: NCI-H460. Synergy scores: CSS=4.08, Synergy_ZIP=-2.87, Synergy_Bliss=-4.48, Synergy_Loewe=-0.520, Synergy_HSA=-2.82. (3) Drug 1: CC1=C(C(=O)C2=C(C1=O)N3CC4C(C3(C2COC(=O)N)OC)N4)N. Drug 2: CC12CCC3C(C1CCC2OP(=O)(O)O)CCC4=C3C=CC(=C4)OC(=O)N(CCCl)CCCl.[Na+]. Cell line: 786-0. Synergy scores: CSS=30.9, Synergy_ZIP=-2.38, Synergy_Bliss=0.479, Synergy_Loewe=-23.8, Synergy_HSA=-0.644. (4) Synergy scores: CSS=10.9, Synergy_ZIP=-2.81, Synergy_Bliss=-3.23, Synergy_Loewe=-7.71, Synergy_HSA=-3.82. Drug 1: C1=CC(=CC=C1CCCC(=O)O)N(CCCl)CCCl. Cell line: TK-10. Drug 2: CN1C2=C(C=C(C=C2)N(CCCl)CCCl)N=C1CCCC(=O)O.Cl. (5) Drug 1: C1CCC(C1)C(CC#N)N2C=C(C=N2)C3=C4C=CNC4=NC=N3. Drug 2: CC12CCC3C(C1CCC2OP(=O)(O)O)CCC4=C3C=CC(=C4)OC(=O)N(CCCl)CCCl.[Na+]. Cell line: ACHN. Synergy scores: CSS=-2.84, Synergy_ZIP=-1.91, Synergy_Bliss=-5.91, Synergy_Loewe=-7.40, Synergy_HSA=-6.84. (6) Synergy scores: CSS=-2.36, Synergy_ZIP=1.59, Synergy_Bliss=1.14, Synergy_Loewe=-2.61, Synergy_HSA=-1.92. Cell line: SNB-75. Drug 2: C1=NNC2=C1C(=O)NC=N2. Drug 1: C1C(C(OC1N2C=NC3=C(N=C(N=C32)Cl)N)CO)O. (7) Synergy scores: CSS=28.5, Synergy_ZIP=2.12, Synergy_Bliss=0.765, Synergy_Loewe=-41.7, Synergy_HSA=0.503. Drug 2: B(C(CC(C)C)NC(=O)C(CC1=CC=CC=C1)NC(=O)C2=NC=CN=C2)(O)O. Cell line: A498. Drug 1: CN1C(=O)N2C=NC(=C2N=N1)C(=O)N.